Dataset: Forward reaction prediction with 1.9M reactions from USPTO patents (1976-2016). Task: Predict the product of the given reaction. (1) Given the reactants [Cl:1][C:2]1[CH:3]=[C:4]([C:8]2[N:12]([C:13]3[CH:18]=[CH:17][C:16]([Cl:19])=[CH:15][CH:14]=3)[N:11]=[C:10]([C:20]([OH:22])=O)[CH:9]=2)[CH:5]=[CH:6][CH:7]=1.ClC1C=C(N2C(C3C=C(F)C=C(Cl)C=3)=CC(C([N:46]3[CH2:50][C:49](=[O:51])[NH:48][CH2:47]3)=O)=N2)C=CC=1F, predict the reaction product. The product is: [Cl:1][C:2]1[CH:3]=[C:4]([C:8]2[N:12]([C:13]3[CH:14]=[CH:15][C:16]([Cl:19])=[CH:17][CH:18]=3)[N:11]=[C:10]([C:20]([N:46]3[CH2:50][C:49](=[O:51])[NH:48][CH2:47]3)=[O:22])[CH:9]=2)[CH:5]=[CH:6][CH:7]=1. (2) Given the reactants [Cl:1][C:2]1[C:11]([CH:12]=[N:13][S:14]([C:16]([CH3:19])([CH3:18])[CH3:17])=[O:15])=[CH:10][C:9]2[C:4](=[CH:5][C:6]([F:21])=[C:7]([Cl:20])[CH:8]=2)[N:3]=1.[CH2:22](Cl)Cl.C[Mg]Br, predict the reaction product. The product is: [Cl:1][C:2]1[C:11]([CH:12]([NH:13][S:14]([C:16]([CH3:17])([CH3:18])[CH3:19])=[O:15])[CH3:22])=[CH:10][C:9]2[C:4](=[CH:5][C:6]([F:21])=[C:7]([Cl:20])[CH:8]=2)[N:3]=1.